Predict which catalyst facilitates the given reaction. From a dataset of Catalyst prediction with 721,799 reactions and 888 catalyst types from USPTO. (1) Reactant: [CH2:1]([O:8][C:9]1[C:14]([Br:15])=[CH:13][C:12]([CH:16]([C:18]2[CH:23]=[CH:22][C:21]([CH2:24][CH3:25])=[CH:20][CH:19]=2)O)=[C:11]([CH3:26])[CH:10]=1)[C:2]1[CH:7]=[CH:6][CH:5]=[CH:4][CH:3]=1.[SiH](CC)(CC)CC.C(=O)(O)[O-].[Na+]. Product: [CH2:1]([O:8][C:9]1[CH:10]=[C:11]([CH3:26])[C:12]([CH2:16][C:18]2[CH:23]=[CH:22][C:21]([CH2:24][CH3:25])=[CH:20][CH:19]=2)=[CH:13][C:14]=1[Br:15])[C:2]1[CH:7]=[CH:6][CH:5]=[CH:4][CH:3]=1. The catalyst class is: 22. (2) Reactant: [C:1]([C:3]1[CH:8]=[CH:7][C:6]([C:9](=[O:22])[CH2:10][S:11][C:12]2[NH:16][C:15]([C:17]([O:19][CH2:20][CH3:21])=[O:18])=[CH:14][N:13]=2)=[CH:5][CH:4]=1)#[N:2].[BH4-].[Na+]. Product: [C:1]([C:3]1[CH:8]=[CH:7][C:6]([CH:9]([OH:22])[CH2:10][S:11][C:12]2[NH:16][C:15]([C:17]([O:19][CH2:20][CH3:21])=[O:18])=[CH:14][N:13]=2)=[CH:5][CH:4]=1)#[N:2]. The catalyst class is: 5. (3) Product: [CH2:16]([O:1][C:2]1[CH:3]=[C:4]([CH:7]=[CH:8][CH:9]=1)[CH:5]=[O:6])[CH:17]([CH3:19])[CH3:18]. Reactant: [OH:1][C:2]1[CH:3]=[C:4]([CH:7]=[CH:8][CH:9]=1)[CH:5]=[O:6].C(=O)([O-])[O-].[K+].[K+].[CH2:16](I)[CH:17]([CH3:19])[CH3:18]. The catalyst class is: 3. (4) Reactant: [Cl:1][C:2]1[C:3]2[NH:4][C:5]3[CH:6]=[C:7]4[C:11](=[C:12]([CH:26]=3)[CH2:13][CH2:14][C:15]3[CH:25]=[C:19]([NH:20][C:21]([N:24]=2)=[N:22][CH:23]=1)[CH:18]=[CH:17][CH:16]=3)[O:10][C:9](=[O:27])[N:8]4[CH2:28][C:29]([O:31]C)=[O:30].B(Br)(Br)Br. Product: [Cl:1][C:2]1[C:3]2[NH:4][C:5]3[CH:6]=[C:7]4[C:11](=[C:12]([CH:26]=3)[CH2:13][CH2:14][C:15]3[CH:25]=[C:19]([NH:20][C:21]([N:24]=2)=[N:22][CH:23]=1)[CH:18]=[CH:17][CH:16]=3)[O:10][C:9](=[O:27])[N:8]4[CH2:28][C:29]([OH:31])=[O:30]. The catalyst class is: 4.